This data is from Full USPTO retrosynthesis dataset with 1.9M reactions from patents (1976-2016). The task is: Predict the reactants needed to synthesize the given product. (1) Given the product [NH2:25][C:21]1[CH:20]=[CH:19][CH:18]=[C:17]2[C:22]=1[CH:23]=[CH:24][N:15]([C@H:10]([CH2:9][O:8][Si:1]([C:4]([CH3:7])([CH3:6])[CH3:5])([CH3:3])[CH3:2])[C:11]([O:13][CH3:14])=[O:12])[C:16]2=[O:28], predict the reactants needed to synthesize it. The reactants are: [Si:1]([O:8][CH2:9][C@@H:10]([N:15]1[CH:24]=[CH:23][C:22]2[C:17](=[CH:18][CH:19]=[CH:20][C:21]=2[N+:25]([O-])=O)[C:16]1=[O:28])[C:11]([O:13][CH3:14])=[O:12])([C:4]([CH3:7])([CH3:6])[CH3:5])([CH3:3])[CH3:2].CO. (2) Given the product [OH:20][CH:17]([C:18]1[O:1][C:2]2[C:3](=[O:15])[C:4]3[C:9]([C:10](=[O:13])[C:11]=2[CH:19]=1)=[C:8]([OH:14])[CH:7]=[CH:6][CH:5]=3)[CH3:16], predict the reactants needed to synthesize it. The reactants are: [OH:1][C:2]1[C:3](=[O:15])[C:4]2[C:9]([C:10](=[O:13])[C:11]=1I)=[C:8]([OH:14])[CH:7]=[CH:6][CH:5]=2.[CH3:16][CH:17]([OH:20])[C:18]#[CH:19]. (3) Given the product [F:10][C:7]([F:8])([F:9])[C:6]([N:23]1[CH2:24][CH2:25][N:20]([C:14]2[CH:19]=[CH:18][CH:17]=[CH:16][CH:15]=2)[CH2:21][CH2:22]1)=[O:11], predict the reactants needed to synthesize it. The reactants are: [F:8][C:7]([F:10])([F:9])[C:6](O[C:6](=[O:11])[C:7]([F:10])([F:9])[F:8])=[O:11].[C:14]1([N:20]2[CH2:25][CH2:24][NH:23][CH2:22][CH2:21]2)[CH:19]=[CH:18][CH:17]=[CH:16][CH:15]=1.C(N(CC)CC)C.